Task: Predict the product of the given reaction.. Dataset: Forward reaction prediction with 1.9M reactions from USPTO patents (1976-2016) (1) Given the reactants [C:1](Cl)(=[O:19])[CH2:2][CH2:3][CH2:4][CH2:5][CH2:6][CH2:7][CH2:8][CH2:9][CH2:10][CH2:11][CH2:12][CH2:13][CH2:14][CH2:15][CH2:16][CH2:17][CH3:18].[C:21]([O-:24])([O-])=O.[Na+].[Na+].[NH2:27][CH2:28][CH2:29][NH:30][CH2:31][CH2:32][NH:33][CH2:34][CH2:35][NH2:36], predict the reaction product. The product is: [C:1]([NH:27][CH2:28][CH2:29][NH:30][CH2:31][CH2:32][NH:33][CH2:34][CH2:35][NH:36][C:21](=[O:24])[CH2:11][CH2:10][CH2:9][CH2:8][CH2:7][CH2:6][CH2:5][CH2:4][CH2:3][CH2:2][CH3:1])(=[O:19])[CH2:2][CH2:3][CH2:4][CH2:5][CH2:6][CH2:7][CH2:8][CH2:9][CH2:10][CH2:11][CH2:12][CH2:13][CH2:14][CH2:15][CH2:16][CH2:17][CH3:18]. (2) Given the reactants [NH2:1][C:2]1[N:7]=[CH:6][C:5]([C:8]2[CH:9]=[N:10][N:11]([CH2:13][C:14]3([OH:20])CCOCC3)[CH:12]=2)=[CH:4][C:3]=1[O:21][CH:22]([C:24]1[C:29]([Cl:30])=[CH:28][CH:27]=[C:26]([F:31])[C:25]=1[Cl:32])[CH3:23].ClC1C(F)=CC=C(Cl)C=1C(OC1C(N)=NC=C(B2OC(C)(C)C(C)(C)O2)C=1)C, predict the reaction product. The product is: [NH2:1][C:2]1[N:7]=[CH:6][C:5]([C:8]2[CH:9]=[N:10][N:11]([CH2:13][CH2:14][OH:20])[CH:12]=2)=[CH:4][C:3]=1[O:21][CH:22]([C:24]1[C:29]([Cl:30])=[CH:28][CH:27]=[C:26]([F:31])[C:25]=1[Cl:32])[CH3:23]. (3) The product is: [NH2:41][C:37]1[N:36]=[CH:35][N:34]=[C:33]2[C:38]=1[N:39]=[CH:40][N:32]2[C@H:24]1[C@@H:25]2[O:29][C:28]([CH3:30])([CH3:31])[O:27][C@@H:26]2[C@@H:22]([CH2:21][N:20]([CH:17]([CH3:19])[CH3:18])[CH2:2][CH2:3][CH2:4][CH2:5][N:6]2[C:14](=[O:15])[C:13]3[C:8](=[CH:9][CH:10]=[CH:11][CH:12]=3)[C:7]2=[O:16])[O:23]1. Given the reactants O[CH2:2][CH2:3][CH2:4][CH2:5][N:6]1[C:14](=[O:15])[C:13]2[C:8](=[CH:9][CH:10]=[CH:11][CH:12]=2)[C:7]1=[O:16].[CH:17]([NH:20][CH2:21][C@@H:22]1[C@H:26]2[O:27][C:28]([CH3:31])([CH3:30])[O:29][C@H:25]2[C@H:24]([N:32]2[CH:40]=[N:39][C:38]3[C:33]2=[N:34][CH:35]=[N:36][C:37]=3[NH2:41])[O:23]1)([CH3:19])[CH3:18].O=C1C2C(=CC=CC=2)C(=O)N1CCCC=O.[BH-](OC(C)=O)(OC(C)=O)OC(C)=O.[Na+].C([O-])(O)=O.[Na+], predict the reaction product.